Dataset: Full USPTO retrosynthesis dataset with 1.9M reactions from patents (1976-2016). Task: Predict the reactants needed to synthesize the given product. Given the product [O:1]=[C:2]1[C:6]2([CH2:7][CH2:8][N:9]([CH2:12][CH2:13][CH2:14][N:15]3[C:19]4[CH:20]=[CH:21][CH:22]=[CH:23][C:18]=4[S:17][C:16]3=[O:24])[CH2:10][CH2:11]2)[N:5]([C:25]2[CH:30]=[CH:29][CH:28]=[CH:27][CH:26]=2)[CH2:4][N:3]1[CH2:31][C:32]1[CH:33]=[C:34]([CH:39]=[CH:40][CH:41]=1)[C:35]([OH:37])=[O:36], predict the reactants needed to synthesize it. The reactants are: [O:1]=[C:2]1[C:6]2([CH2:11][CH2:10][N:9]([CH2:12][CH2:13][CH2:14][N:15]3[C:19]4[CH:20]=[CH:21][CH:22]=[CH:23][C:18]=4[S:17][C:16]3=[O:24])[CH2:8][CH2:7]2)[N:5]([C:25]2[CH:30]=[CH:29][CH:28]=[CH:27][CH:26]=2)[CH2:4][N:3]1[CH2:31][C:32]1[CH:33]=[C:34]([CH:39]=[CH:40][CH:41]=1)[C:35]([O:37]C)=[O:36].O.[OH-].[Li+].